From a dataset of Full USPTO retrosynthesis dataset with 1.9M reactions from patents (1976-2016). Predict the reactants needed to synthesize the given product. (1) The reactants are: [CH3:1][N:2]1[CH:7]=[CH:6][CH:5]=[C:4]([CH:8]2[CH2:13][CH2:12][C:11](=O)[CH2:10][CH2:9]2)[C:3]1=[O:15].[NH:16]1[CH2:19][CH:18]([NH:20][C:21]([CH2:23][NH:24][C:25](=[O:36])[C:26]2[CH:31]=[CH:30][CH:29]=[C:28]([C:32]([F:35])([F:34])[F:33])[CH:27]=2)=[O:22])[CH2:17]1. Given the product [CH3:1][N:2]1[CH:7]=[CH:6][CH:5]=[C:4]([CH:8]2[CH2:13][CH2:12][CH:11]([N:16]3[CH2:19][CH:18]([NH:20][C:21]([CH2:23][NH:24][C:25](=[O:36])[C:26]4[CH:31]=[CH:30][CH:29]=[C:28]([C:32]([F:35])([F:33])[F:34])[CH:27]=4)=[O:22])[CH2:17]3)[CH2:10][CH2:9]2)[C:3]1=[O:15], predict the reactants needed to synthesize it. (2) Given the product [CH3:31][C:10]1[S:11][C:12]([C:13]2[CH:18]=[CH:17][N:16]=[C:15]([NH:19][C:20]3[CH:29]=[C:28]4[C:23]([CH2:24][CH2:25][N:26]([CH3:30])[CH2:27]4)=[CH:22][CH:21]=3)[N:14]=2)=[C:8]([C:4]2[CH:3]=[C:2]([NH:1][C:37](=[O:38])[C:36]3[CH:40]=[CH:41][CH:42]=[C:34]([C:33]([F:32])([F:43])[F:44])[CH:35]=3)[CH:7]=[CH:6][CH:5]=2)[N:9]=1, predict the reactants needed to synthesize it. The reactants are: [NH2:1][C:2]1[CH:3]=[C:4]([C:8]2[N:9]=[C:10]([CH3:31])[S:11][C:12]=2[C:13]2[CH:18]=[CH:17][N:16]=[C:15]([NH:19][C:20]3[CH:29]=[C:28]4[C:23]([CH2:24][CH2:25][N:26]([CH3:30])[CH2:27]4)=[CH:22][CH:21]=3)[N:14]=2)[CH:5]=[CH:6][CH:7]=1.[F:32][C:33]([F:44])([F:43])[C:34]1[CH:35]=[C:36]([CH:40]=[CH:41][CH:42]=1)[C:37](Cl)=[O:38]. (3) Given the product [Br:1][C:2]1[CH:7]=[CH:6][C:5]([CH2:8][N:9]2[C:21](=[O:22])[C:20]3[C:19](=[CH:29][CH:28]=[CH:27][C:26]=3[O:30][C:31]3[C:36]([F:37])=[CH:35][CH:34]=[CH:33][C:32]=3[C:38]#[N:39])[CH2:18]2)=[C:4]([F:10])[CH:3]=1, predict the reactants needed to synthesize it. The reactants are: [Br:1][C:2]1[CH:7]=[CH:6][C:5]([CH2:8][NH2:9])=[C:4]([F:10])[CH:3]=1.C(=O)([O-])[O-].[K+].[K+].Br[CH2:18][C:19]1[CH:29]=[CH:28][CH:27]=[C:26]([O:30][C:31]2[C:36]([F:37])=[CH:35][CH:34]=[CH:33][C:32]=2[C:38]#[N:39])[C:20]=1[C:21](OCC)=[O:22]. (4) Given the product [CH2:30]([O:7][C:6](=[O:8])[C:5]1[CH:9]=[CH:10][C:2]([F:1])=[C:3]([N+:11]([O-:13])=[O:12])[CH:4]=1)[CH3:31], predict the reactants needed to synthesize it. The reactants are: [F:1][C:2]1[CH:10]=[CH:9][C:5]([C:6]([OH:8])=[O:7])=[CH:4][C:3]=1[N+:11]([O-:13])=[O:12].OS(O)(=O)=O.C([O-])(O)=O.[Na+].[O-]S([O-])(=O)=O.[Mg+2].[CH3:30][CH2:31]O. (5) The reactants are: [CH3:1][O:2][C:3]1[CH:8]=[CH:7][CH:6]=[CH:5][C:4]=1[CH2:9][CH2:10][CH2:11][CH2:12][C:13]1[CH:18]=[CH:17][CH:16]=[CH:15][CH:14]=1.[C:19]1(=[O:26])[O:25][C:23](=[O:24])[CH2:22][CH2:21][CH2:20]1.[Cl-].[Cl-].[Cl-].[Al+3]. Given the product [CH3:1][O:2][C:3]1[CH:8]=[CH:7][C:6]([C:19](=[O:26])[CH2:20][CH2:21][CH2:22][C:23]([OH:25])=[O:24])=[CH:5][C:4]=1[CH2:9][CH2:10][CH2:11][CH2:12][C:13]1[CH:14]=[CH:15][CH:16]=[CH:17][CH:18]=1, predict the reactants needed to synthesize it. (6) Given the product [Cl:1][C:2]1[CH:7]=[C:6]([Cl:8])[CH:5]=[CH:4][C:3]=1[C:9]1[C:27](=[O:28])[N:26]([CH3:29])[C:12]2[N:13]([CH3:25])[C:14]3[C:19]([C:11]=2[CH:10]=1)=[CH:18][C:17]([C:20]1[CH:24]=[CH:23][N:22]([C:33](=[O:34])[CH2:32][O:31][CH3:30])[N:21]=1)=[CH:16][CH:15]=3, predict the reactants needed to synthesize it. The reactants are: [Cl:1][C:2]1[CH:7]=[C:6]([Cl:8])[CH:5]=[CH:4][C:3]=1[C:9]1[C:27](=[O:28])[N:26]([CH3:29])[C:12]2[N:13]([CH3:25])[C:14]3[C:19]([C:11]=2[CH:10]=1)=[CH:18][C:17]([C:20]1[CH:24]=[CH:23][NH:22][N:21]=1)=[CH:16][CH:15]=3.[CH3:30][O:31][CH2:32][C:33](Cl)=[O:34]. (7) Given the product [F:20][C:21]1[CH:26]=[CH:25][C:24]([C:2]2[CH:3]=[N:4][C:5]3[N:6]([CH:8]=[C:9]([CH2:11][O:12][C:13]4[CH:18]=[CH:17][C:16]([F:19])=[CH:15][N:14]=4)[N:10]=3)[CH:7]=2)=[C:23]([CH2:30][OH:31])[CH:22]=1, predict the reactants needed to synthesize it. The reactants are: Br[C:2]1[CH:3]=[N:4][C:5]2[N:6]([CH:8]=[C:9]([CH2:11][O:12][C:13]3[CH:18]=[CH:17][C:16]([F:19])=[CH:15][N:14]=3)[N:10]=2)[CH:7]=1.[F:20][C:21]1[CH:26]=[CH:25][C:24](B(O)O)=[C:23]([CH2:30][OH:31])[CH:22]=1.